Dataset: Plasma protein binding rate (PPBR) regression data from AstraZeneca. Task: Regression/Classification. Given a drug SMILES string, predict its absorption, distribution, metabolism, or excretion properties. Task type varies by dataset: regression for continuous measurements (e.g., permeability, clearance, half-life) or binary classification for categorical outcomes (e.g., BBB penetration, CYP inhibition). For this dataset (ppbr_az), we predict Y. (1) The drug is N#C[C@@]1(NC(=O)[C@@H](N)Cc2cccs2)C[C@@H]1c1ccccc1. The Y is 54.0 %. (2) The compound is O=C(O)CSCC(=O)Nc1nc(-c2ccccc2)cs1. The Y is 99.0 %.